Dataset: Catalyst prediction with 721,799 reactions and 888 catalyst types from USPTO. Task: Predict which catalyst facilitates the given reaction. (1) Reactant: [F:1][C:2]1[C:7]([F:8])=[CH:6][CH:5]=[CH:4][C:3]=1[CH2:9][CH2:10][OH:11].CCN(CC)CC.[S:19](Cl)([C:22]1[CH:28]=[CH:27][C:25]([CH3:26])=[CH:24][CH:23]=1)(=[O:21])=[O:20]. Product: [CH3:26][C:25]1[CH:27]=[CH:28][C:22]([S:19]([O:11][CH2:10][CH2:9][C:3]2[CH:4]=[CH:5][CH:6]=[C:7]([F:8])[C:2]=2[F:1])(=[O:21])=[O:20])=[CH:23][CH:24]=1. The catalyst class is: 2. (2) Reactant: [CH3:1][O:2][C:3]1[CH:4]=[C:5]([CH:26]=[CH:27][C:28]=1[O:29][CH3:30])[CH2:6][N:7]1[C:16](=[O:17])[C:15]2[C:10](=[CH:11][CH:12]=[C:13]([OH:18])[CH:14]=2)[N:9]([CH:19]2[CH2:24][CH2:23][S:22][CH2:21][CH2:20]2)[C:8]1=[O:25].Br[CH2:32][C:33]#[N:34].C([O-])([O-])=O.[Cs+].[Cs+]. Product: [CH3:1][O:2][C:3]1[CH:4]=[C:5]([CH:26]=[CH:27][C:28]=1[O:29][CH3:30])[CH2:6][N:7]1[C:16](=[O:17])[C:15]2[C:10](=[CH:11][CH:12]=[C:13]([O:18][CH2:32][C:33]#[N:34])[CH:14]=2)[N:9]([CH:19]2[CH2:20][CH2:21][S:22][CH2:23][CH2:24]2)[C:8]1=[O:25]. The catalyst class is: 3. (3) Reactant: [H-].[Al+3].[Li+].[H-].[H-].[H-].[C:7]([N:15]1[CH2:28][CH2:27][C:26]2[C:25]3[C:24]([C:29]4[CH:34]=[CH:33][CH:32]=[CH:31][C:30]=4[F:35])=[CH:23][CH:22]=[CH:21][C:20]=3[NH:19][C:18]=2[CH2:17][CH2:16]1)(=O)[C:8]1[CH:13]=[CH:12][CH:11]=[CH:10][CH:9]=1. The catalyst class is: 7. Product: [CH2:7]([N:15]1[CH2:28][CH2:27][C:26]2[C:25]3[C:24]([C:29]4[CH:34]=[CH:33][CH:32]=[CH:31][C:30]=4[F:35])=[CH:23][CH:22]=[CH:21][C:20]=3[NH:19][C:18]=2[CH2:17][CH2:16]1)[C:8]1[CH:9]=[CH:10][CH:11]=[CH:12][CH:13]=1. (4) Reactant: [OH-].[Na+].C[O:4][C:5](=[O:48])[CH:6]([O:14][C:15]1[CH:24]=[CH:23][C:22]2[C:17](=[CH:18][CH:19]=[C:20]([CH2:25][N:26]([CH3:46])[C:27]([C:29]3[O:30][C:31]4[CH:45]=[CH:44][CH:43]=[CH:42][C:32]=4[C:33]=3[CH2:34][CH2:35][C:36]3[CH:41]=[CH:40][CH:39]=[CH:38][CH:37]=3)=[O:28])[CH:21]=2)[C:16]=1[Br:47])[CH2:7][C:8]1[CH:13]=[CH:12][CH:11]=[CH:10][CH:9]=1.O.Cl. Product: [Br:47][C:16]1[C:17]2[C:22](=[CH:21][C:20]([CH2:25][N:26]([CH3:46])[C:27]([C:29]3[O:30][C:31]4[CH:45]=[CH:44][CH:43]=[CH:42][C:32]=4[C:33]=3[CH2:34][CH2:35][C:36]3[CH:41]=[CH:40][CH:39]=[CH:38][CH:37]=3)=[O:28])=[CH:19][CH:18]=2)[CH:23]=[CH:24][C:15]=1[O:14][CH:6]([CH2:7][C:8]1[CH:9]=[CH:10][CH:11]=[CH:12][CH:13]=1)[C:5]([OH:48])=[O:4]. The catalyst class is: 5. (5) Reactant: [CH2:1]([C:3]1[CH:10]=[CH:9][CH:8]=[CH:7][C:4]=1[CH:5]=[O:6])[CH3:2].[Al+3].[Cl-].[Cl-].[Cl-].[Br:15]Br. Product: [Br:15][C:8]1[CH:9]=[CH:10][C:3]([CH2:1][CH3:2])=[C:4]([CH:7]=1)[CH:5]=[O:6]. The catalyst class is: 2. (6) Reactant: [NH:1]1[CH2:6][CH2:5][O:4][CH2:3][CH2:2]1.[C:7]([N:10]1[CH2:15][CH2:14][C:13](=O)[CH2:12][CH2:11]1)(=[O:9])[CH3:8]. Product: [N:1]1([C:13]2[CH2:14][CH2:15][N:10]([C:7](=[O:9])[CH3:8])[CH2:11][CH:12]=2)[CH2:6][CH2:5][O:4][CH2:3][CH2:2]1. The catalyst class is: 626. (7) Reactant: [CH3:1][N:2]1[CH2:7][CH2:6][N:5]([C:8]2[C:9]3[N:16]=[C:15]([C:17]4[C:25]5[C:20](=[CH:21][N:22]=[C:23]([C:26]6[CH:27]=[N:28][CH:29]=[N:30][CH:31]=6)[CH:24]=5)[N:19](C5CCCCO5)[N:18]=4)[NH:14][C:10]=3[CH:11]=[N:12][CH:13]=2)[CH2:4][CH2:3]1. Product: [CH3:1][N:2]1[CH2:3][CH2:4][N:5]([C:8]2[C:9]3[N:16]=[C:15]([C:17]4[C:25]5[C:20](=[CH:21][N:22]=[C:23]([C:26]6[CH:27]=[N:28][CH:29]=[N:30][CH:31]=6)[CH:24]=5)[NH:19][N:18]=4)[NH:14][C:10]=3[CH:11]=[N:12][CH:13]=2)[CH2:6][CH2:7]1. The catalyst class is: 313.